Dataset: Forward reaction prediction with 1.9M reactions from USPTO patents (1976-2016). Task: Predict the product of the given reaction. (1) Given the reactants [N+:1]([C:4]1[CH:10]=[CH:9][CH:8]=[CH:7][C:5]=1[NH2:6])([O-:3])=[O:2].[Br-].[K+].Cl[CH2:14][CH2:15][CH2:16][CH2:17][O:18][CH3:19].[OH-].[Na+], predict the reaction product. The product is: [CH3:19][O:18][CH2:17][CH2:16][CH2:15][CH2:14][NH:6][C:5]1[CH:7]=[CH:8][CH:9]=[CH:10][C:4]=1[N+:1]([O-:3])=[O:2]. (2) Given the reactants C([NH2:8])C1C=CC=CC=1.Cl[C:10]1[C:38]([CH3:39])=[CH:37][C:13]2[N:14]=[C:15]3[C:20]([N:21]([CH2:22][CH2:23][N:24]4[CH2:29][CH2:28][CH:27]([C:30]([O:32]CC)=[O:31])[CH2:26][CH2:25]4)[C:12]=2[CH:11]=1)=[N:19][C:18](=[O:35])[NH:17][C:16]3=[O:36].O1CCCC1.[OH-].[Li+], predict the reaction product. The product is: [NH2:8][C:10]1[C:38]([CH3:39])=[CH:37][C:13]2[N:14]=[C:15]3[C:20]([N:21]([CH2:22][CH2:23][N:24]4[CH2:25][CH2:26][CH:27]([C:30]([OH:32])=[O:31])[CH2:28][CH2:29]4)[C:12]=2[CH:11]=1)=[N:19][C:18](=[O:35])[NH:17][C:16]3=[O:36]. (3) Given the reactants [CH3:1][O:2][C:3]1[CH:37]=[C:36]([O:38][CH3:39])[CH:35]=[CH:34][C:4]=1[CH2:5][N:6]([C:29]1[S:33][N:32]=[CH:31][N:30]=1)[S:7]([C:10]1[CH:18]=[C:17]2[C:13]([C:14](B3OC(C)(C)C(C)(C)O3)=[CH:15][N:16]2[CH3:19])=[CH:12][CH:11]=1)(=[O:9])=[O:8].[Br:40][C:41]1[CH:46]=[C:45]([C:47]([F:50])([F:49])[F:48])[CH:44]=[CH:43][C:42]=1I.P([O-])([O-])([O-])=O.[K+].[K+].[K+], predict the reaction product. The product is: [Br:40][C:41]1[CH:46]=[C:45]([C:47]([F:48])([F:49])[F:50])[CH:44]=[CH:43][C:42]=1[C:14]1[C:13]2[C:17](=[CH:18][C:10]([S:7]([N:6]([CH2:5][C:4]3[CH:34]=[CH:35][C:36]([O:38][CH3:39])=[CH:37][C:3]=3[O:2][CH3:1])[C:29]3[S:33][N:32]=[CH:31][N:30]=3)(=[O:8])=[O:9])=[CH:11][CH:12]=2)[N:16]([CH3:19])[CH:15]=1. (4) Given the reactants F[C:2]1[CH:20]=[CH:19][C:5]([C:6]([NH:8][C:9]2[CH:10]=[N:11][C:12]3[C:17]([CH:18]=2)=[CH:16][CH:15]=[CH:14][CH:13]=3)=[O:7])=[CH:4][CH:3]=1.[CH:21]12[CH2:29][CH:25]([CH2:26][CH2:27][CH2:28]1)[CH2:24][NH:23][CH2:22]2.C(N(CC)C(C)C)(C)C, predict the reaction product. The product is: [CH:21]12[CH2:29][CH:25]([CH2:26][CH2:27][CH2:28]1)[CH2:24][N:23]([C:2]1[CH:20]=[CH:19][C:5]([C:6]([NH:8][C:9]3[CH:10]=[N:11][C:12]4[C:17]([CH:18]=3)=[CH:16][CH:15]=[CH:14][CH:13]=4)=[O:7])=[CH:4][CH:3]=1)[CH2:22]2.